Dataset: Forward reaction prediction with 1.9M reactions from USPTO patents (1976-2016). Task: Predict the product of the given reaction. (1) Given the reactants [CH3:1][O:2][C:3]1[CH:4]=[C:5]2[C:10](=[CH:11][C:12]=1[O:13][CH3:14])[N:9]=[CH:8][N:7]=[C:6]2[O:15][C:16]1[CH:22]=[CH:21][C:19]([NH2:20])=[CH:18][CH:17]=1.[C:23]1(C)C=CC=CC=1.C(N([CH2:35][CH3:36])CC)C.ClC(Cl)(O[C:41](=[O:47])[O:42][C:43](Cl)(Cl)Cl)Cl.COC1C=[C:53]([CH:56]=[C:57]([O:59][CH3:60])C=1)[CH2:54][OH:55], predict the reaction product. The product is: [CH3:1][O:2][C:3]1[CH:4]=[C:5]2[C:10](=[CH:11][C:12]=1[O:13][CH3:14])[N:9]=[CH:8][N:7]=[C:6]2[O:15][C:16]1[CH:22]=[CH:21][C:19]([NH:20][C:41](=[O:47])[O:42][CH2:43][C:36]2[CH:35]=[C:57]([O:59][CH3:60])[CH:56]=[CH:53][C:54]=2[O:55][CH3:23])=[CH:18][CH:17]=1. (2) Given the reactants C[O:2][C:3](=[O:33])[CH2:4][O:5][C:6]1[CH:11]=[C:10]([O:12][CH3:13])[C:9]([S:14][CH2:15][C:16]2[CH:21]=[CH:20][C:19]([C:22]3[CH:27]=[CH:26][C:25]([C:28]([F:31])([F:30])[F:29])=[CH:24][CH:23]=3)=[CH:18][CH:17]=2)=[CH:8][C:7]=1[CH3:32], predict the reaction product. The product is: [CH3:13][O:12][C:10]1[C:9]([S:14][CH2:15][C:16]2[CH:17]=[CH:18][C:19]([C:22]3[CH:23]=[CH:24][C:25]([C:28]([F:30])([F:31])[F:29])=[CH:26][CH:27]=3)=[CH:20][CH:21]=2)=[CH:8][C:7]([CH3:32])=[C:6]([CH:11]=1)[O:5][CH2:4][C:3]([OH:33])=[O:2]. (3) Given the reactants [BH4-].[Li+].C[O:4][C:5](=O)[CH2:6][CH:7]([O:13][Si:14]([C:17]([CH3:20])([CH3:19])[CH3:18])([CH3:16])[CH3:15])[CH2:8][C:9](OC)=[O:10].[Cl-].[NH4+], predict the reaction product. The product is: [Si:14]([O:13][CH:7]([CH2:8][CH2:9][OH:10])[CH2:6][CH2:5][OH:4])([C:17]([CH3:20])([CH3:19])[CH3:18])([CH3:16])[CH3:15]. (4) Given the reactants [Cl:1][C:2]1[CH:8]=[C:7]([Cl:9])[CH:6]=[CH:5][C:3]=1[NH2:4].[Br:10][CH2:11][C:12](Br)=[O:13].C(N(CC)CC)C, predict the reaction product. The product is: [Br:10][CH2:11][C:12]([NH:4][C:3]1[CH:5]=[CH:6][C:7]([Cl:9])=[CH:8][C:2]=1[Cl:1])=[O:13]. (5) The product is: [I:1][C:2]1[CH:3]=[CH:4][C:5]2[N:6]([CH:8]=[C:9]([C:11]3[CH:12]=[CH:13][C:14]([C:17]4[S:19][CH:20]=[CH:21][N:18]=4)=[CH:15][CH:16]=3)[N:10]=2)[CH:7]=1. Given the reactants [I:1][C:2]1[CH:3]=[CH:4][C:5]2[N:6]([CH:8]=[C:9]([C:11]3[CH:16]=[CH:15][C:14]([C:17](=[S:19])[NH2:18])=[CH:13][CH:12]=3)[N:10]=2)[CH:7]=1.[CH2:20](N(CC)CC)[CH3:21].ClCC=O.O, predict the reaction product.